The task is: Predict which catalyst facilitates the given reaction.. This data is from Catalyst prediction with 721,799 reactions and 888 catalyst types from USPTO. (1) The catalyst class is: 34. Reactant: [F:1][C:2]1[CH:3]=[C:4]2[C:8](=[CH:9][CH:10]=1)[N:7]([NH:11][C:12]([C:14]1[CH:15]=[N:16][C:17]([C:20]3[CH:25]=[CH:24][CH:23]=[C:22]([F:26])[CH:21]=3)=[N:18][CH:19]=1)=[O:13])[CH:6]=[C:5]2[S:27](Cl)(=[O:29])=[O:28].[NH3:31].Cl. Product: [F:1][C:2]1[CH:3]=[C:4]2[C:8](=[CH:9][CH:10]=1)[N:7]([NH:11][C:12]([C:14]1[CH:15]=[N:16][C:17]([C:20]3[CH:25]=[CH:24][CH:23]=[C:22]([F:26])[CH:21]=3)=[N:18][CH:19]=1)=[O:13])[CH:6]=[C:5]2[S:27](=[O:29])(=[O:28])[NH2:31]. (2) Reactant: [C:1]([C:3]1[N:8]=[C:7]([NH:9][C:10]2[CH:11]=[C:12]([CH:16]=[CH:17][N:18]=2)[C:13]([OH:15])=O)[CH:6]=[CH:5][CH:4]=1)#[N:2].[NH2:19][C:20]1[CH:21]=[C:22]([C:26]2[CH:33]=[CH:32][C:29]([C:30]#[N:31])=[CH:28][CH:27]=2)[CH:23]=[N:24][CH:25]=1.CCN(C(C)C)C(C)C.CCCP1(OP(CCC)(=O)OP(CCC)(=O)O1)=O.C(=O)(O)[O-].[Na+]. Product: [C:30]([C:29]1[CH:28]=[CH:27][C:26]([C:22]2[CH:21]=[C:20]([NH:19][C:13](=[O:15])[C:12]3[CH:16]=[CH:17][N:18]=[C:10]([NH:9][C:7]4[CH:6]=[CH:5][CH:4]=[C:3]([C:1]#[N:2])[N:8]=4)[CH:11]=3)[CH:25]=[N:24][CH:23]=2)=[CH:33][CH:32]=1)#[N:31]. The catalyst class is: 84. (3) Reactant: [Cl:1][C:2]1[CH:8]=[CH:7][C:5]([NH2:6])=[CH:4][C:3]=1[F:9].Cl[C:11](=[O:17])[C:12]([O:14][CH2:15][CH3:16])=[O:13]. Product: [Cl:1][C:2]1[CH:8]=[CH:7][C:5]([NH:6][C:11](=[O:17])[C:12]([O:14][CH2:15][CH3:16])=[O:13])=[CH:4][C:3]=1[F:9]. The catalyst class is: 2. (4) Reactant: [F:1][C:2]1[CH:7]=[CH:6][C:5]([S:8]([C:11]2[C:16]([CH2:17][C:18]3[C:26]4[C:25](=[O:27])[CH2:24][C:23]([CH3:29])([CH3:28])[CH2:22][C:21]=4[N:20]([CH2:30][C:31]([O:33]CC)=[O:32])[C:19]=3[CH3:36])=[CH:15][CH:14]=[CH:13][N:12]=2)(=[O:10])=[O:9])=[CH:4][CH:3]=1.[OH-].[Na+]. Product: [F:1][C:2]1[CH:7]=[CH:6][C:5]([S:8]([C:11]2[C:16]([CH2:17][C:18]3[C:26]4[C:25](=[O:27])[CH2:24][C:23]([CH3:29])([CH3:28])[CH2:22][C:21]=4[N:20]([CH2:30][C:31]([OH:33])=[O:32])[C:19]=3[CH3:36])=[CH:15][CH:14]=[CH:13][N:12]=2)(=[O:9])=[O:10])=[CH:4][CH:3]=1. The catalyst class is: 20. (5) Reactant: [CH3:1][O:2][C:3]([C:5]1[N:6]=[C:7]2[C:12]([NH2:13])=[CH:11][C:10]([Br:14])=[CH:9][N:8]2[C:15]=1[Cl:16])=[O:4].[C:17](OC(=O)C)(=[O:19])[CH3:18]. Product: [CH3:1][O:2][C:3]([C:5]1[N:6]=[C:7]2[C:12]([NH:13][C:17](=[O:19])[CH3:18])=[CH:11][C:10]([Br:14])=[CH:9][N:8]2[C:15]=1[Cl:16])=[O:4]. The catalyst class is: 17. (6) Reactant: [N+:1]([C:4]1[CH:5]=[C:6]([CH:30]=[CH:31][CH:32]=1)[CH2:7][NH:8][CH2:9][CH2:10][N:11]1[CH:20]([CH2:21][C:22]2[CH:27]=[CH:26][C:25]([F:28])=[CH:24][CH:23]=2)[CH2:19][C:18]2[C:13](=[CH:14][CH:15]=[C:16]([F:29])[CH:17]=2)[CH2:12]1)([O-:3])=[O:2].Br[CH2:34][C:35]([O:37][CH2:38][CH3:39])=[O:36].C(=O)([O-])[O-].[K+].[K+].O. Product: [CH2:38]([O:37][C:35](=[O:36])[CH2:34][N:8]([CH2:7][C:6]1[CH:30]=[CH:31][CH:32]=[C:4]([N+:1]([O-:3])=[O:2])[CH:5]=1)[CH2:9][CH2:10][N:11]1[CH:20]([CH2:21][C:22]2[CH:27]=[CH:26][C:25]([F:28])=[CH:24][CH:23]=2)[CH2:19][C:18]2[C:13](=[CH:14][CH:15]=[C:16]([F:29])[CH:17]=2)[CH2:12]1)[CH3:39]. The catalyst class is: 10.